The task is: Predict the product of the given reaction.. This data is from Forward reaction prediction with 1.9M reactions from USPTO patents (1976-2016). (1) Given the reactants [N:1]1([C:7]([N:9]2[CH2:14][CH:13]([C:15]3[CH:20]=[CH:19][C:18]([O:21][C:22]([F:25])([F:24])[F:23])=[CH:17][CH:16]=3)[CH2:12][CH:11]([C:26](=[S:28])[NH2:27])[CH2:10]2)=[O:8])[CH2:6][CH2:5][O:4][CH2:3][CH2:2]1.Cl[CH2:30][C:31](=O)[CH3:32], predict the reaction product. The product is: [CH3:32][C:31]1[N:27]=[C:26]([CH:11]2[CH2:12][CH:13]([C:15]3[CH:16]=[CH:17][C:18]([O:21][C:22]([F:23])([F:24])[F:25])=[CH:19][CH:20]=3)[CH2:14][N:9]([C:7]([N:1]3[CH2:6][CH2:5][O:4][CH2:3][CH2:2]3)=[O:8])[CH2:10]2)[S:28][CH:30]=1. (2) Given the reactants Br[C:2]1[C:3]([C:13]2[CH:18]=[CH:17][N:16]=[CH:15][CH:14]=2)=[N:4][N:5]([C:7]2[CH:12]=[CH:11][CH:10]=[CH:9][CH:8]=2)[CH:6]=1.C[O:20][C:21]([C:23]1[CH:24]=[C:25](B(O)O)[CH:26]=[CH:27][CH:28]=1)=[O:22].C(=O)([O-])[O-].[Na+].[Na+].Cl, predict the reaction product. The product is: [C:7]1([N:5]2[CH:6]=[C:2]([C:27]3[CH:28]=[C:23]([CH:24]=[CH:25][CH:26]=3)[C:21]([OH:22])=[O:20])[C:3]([C:13]3[CH:18]=[CH:17][N:16]=[CH:15][CH:14]=3)=[N:4]2)[CH:12]=[CH:11][CH:10]=[CH:9][CH:8]=1. (3) Given the reactants [CH:1]1([C:7]([F:14])([F:13])[C:8]([O:10]CC)=[O:9])[CH2:6][CH2:5][CH2:4][CH2:3][CH2:2]1.O1CCCC1.C(O)C.O.[OH-].[Li+], predict the reaction product. The product is: [CH:1]1([C:7]([F:13])([F:14])[C:8]([OH:10])=[O:9])[CH2:2][CH2:3][CH2:4][CH2:5][CH2:6]1. (4) Given the reactants [NH2:1][CH2:2][CH2:3][C:4]1[CH:9]=[CH:8][C:7]([S:10][CH:11]2[CH2:16][CH2:15][N:14]([C:17]([NH:19][CH2:20][C:21]3([C:26]4[CH:31]=[CH:30][CH:29]=[CH:28][CH:27]=4)[CH2:25][CH2:24][CH2:23][CH2:22]3)=[O:18])[CH2:13][CH2:12]2)=[CH:6][CH:5]=1.C([Si]([O:49][C:50]1[CH:55]=[CH:54][C:53]([O:56][CH2:57][CH:58]2[CH2:60][O:59]2)=[CH:52][CH:51]=1)(C1C=CC=CC=1)C1C=CC=CC=1)(C)(C)C, predict the reaction product. The product is: [C:26]1([C:21]2([CH2:20][NH:19][C:17]([N:14]3[CH2:13][CH2:12][CH:11]([S:10][C:7]4[CH:6]=[CH:5][C:4]([CH2:3][CH2:2][NH:1][CH2:60][C@H:58]([OH:59])[CH2:57][O:56][C:53]5[CH:54]=[CH:55][C:50]([OH:49])=[CH:51][CH:52]=5)=[CH:9][CH:8]=4)[CH2:16][CH2:15]3)=[O:18])[CH2:25][CH2:24][CH2:23][CH2:22]2)[CH:27]=[CH:28][CH:29]=[CH:30][CH:31]=1. (5) Given the reactants O=C1N([C:7](=[O:9])[CH3:8])C2C=CC=CC=2N1C(=O)C.[NH2:17][CH2:18][CH:19]([C:22]1[CH:27]=[CH:26][C:25]([N+:28]([O-:30])=[O:29])=[C:24]([O:31][CH3:32])[CH:23]=1)[CH2:20][OH:21], predict the reaction product. The product is: [OH:21][CH2:20][CH:19]([C:22]1[CH:27]=[CH:26][C:25]([N+:28]([O-:30])=[O:29])=[C:24]([O:31][CH3:32])[CH:23]=1)[CH2:18][NH:17][C:7](=[O:9])[CH3:8]. (6) Given the reactants F[C:2]1[C:7]([F:8])=[CH:6][C:5]([C:9]2[CH:10]=[N:11][N:12]([CH2:14][CH2:15][O:16][CH:17]3[CH2:22][CH2:21][CH2:20][CH2:19][O:18]3)[CH:13]=2)=[CH:4][N:3]=1.[NH2:23][NH2:24], predict the reaction product. The product is: [F:8][C:7]1[C:2]([NH:23][NH2:24])=[N:3][CH:4]=[C:5]([C:9]2[CH:10]=[N:11][N:12]([CH2:14][CH2:15][O:16][CH:17]3[CH2:22][CH2:21][CH2:20][CH2:19][O:18]3)[CH:13]=2)[CH:6]=1. (7) The product is: [Cl:27][C:24]1[CH:25]=[CH:26][C:21]([CH2:20][C:6]2[S:7][C:3]([CH:1]=[O:2])=[CH:4][CH:5]=2)=[CH:22][CH:23]=1. Given the reactants [CH:1]([C:3]1[S:7][C:6](B(O)O)=[CH:5][CH:4]=1)=[O:2].P(O[CH2:20][C:21]1[CH:26]=[CH:25][C:24]([Cl:27])=[CH:23][CH:22]=1)(OCC)(OCC)=O.ClC1C=CC(CC2C=C(C=O)SC=2)=CC=1, predict the reaction product. (8) Given the reactants [CH2:1]([NH:3][NH2:4])[CH3:2].[C:5](OCC)(=[O:10])[CH2:6][C:7]([CH3:9])=O, predict the reaction product. The product is: [CH2:1]([N:3]1[C:5](=[O:10])[CH2:6][C:7]([CH3:9])=[N:4]1)[CH3:2]. (9) The product is: [Cl:1][C:2]1[N:7]=[C:6]([C:8]([O:10][CH3:11])=[O:9])[CH:5]=[CH:4][C:3]=1[O:12][CH2:21][CH2:22][O:23][C:24]([F:27])([F:26])[F:25]. Given the reactants [Cl:1][C:2]1[N:7]=[C:6]([C:8]([O:10][CH3:11])=[O:9])[CH:5]=[CH:4][C:3]=1[OH:12].[H-].[Na+].FC(F)(F)S(O[CH2:21][CH2:22][O:23][C:24]([F:27])([F:26])[F:25])(=O)=O.O, predict the reaction product. (10) Given the reactants [Cl:1][C:2]1[CH:9]=[C:8](I)[CH:7]=[C:6]([F:11])[C:3]=1[C:4]#[N:5].[O:12]1[CH2:17][CH2:16][CH2:15][CH2:14][CH:13]1[N:18]1[C:22](B2OC(C)(C)C(C)(C)O2)=[CH:21][CH:20]=[N:19]1.C(=O)([O-])[O-].[Na+].[Na+].O, predict the reaction product. The product is: [Cl:1][C:2]1[CH:9]=[C:8]([C:22]2[N:18]([CH:13]3[CH2:14][CH2:15][CH2:16][CH2:17][O:12]3)[N:19]=[CH:20][CH:21]=2)[CH:7]=[C:6]([F:11])[C:3]=1[C:4]#[N:5].